This data is from Reaction yield outcomes from USPTO patents with 853,638 reactions. The task is: Predict the reaction yield, written as a fraction of the theoretical maximum amount of product (1.0 means a 100% yield; for example, 0.34 means a 34% yield). (1) The reactants are F[C:2]1[CH:9]=[C:8]([C:10]2[N:14]3[N:15]=[C:16]([C:24]4[CH:29]=[CH:28][CH:27]=[CH:26][CH:25]=4)[CH:17]=[C:18]([NH:19][CH2:20][CH:21]([CH3:23])[CH3:22])[C:13]3=[N:12][CH:11]=2)[CH:7]=[CH:6][C:3]=1[C:4]#[N:5].O.[NH2:31][NH2:32]. The catalyst is C(O)CCC. The product is [NH2:5][C:4]1[C:3]2[C:2](=[CH:9][C:8]([C:10]3[N:14]4[N:15]=[C:16]([C:24]5[CH:29]=[CH:28][CH:27]=[CH:26][CH:25]=5)[CH:17]=[C:18]([NH:19][CH2:20][CH:21]([CH3:23])[CH3:22])[C:13]4=[N:12][CH:11]=3)=[CH:7][CH:6]=2)[NH:32][N:31]=1. The yield is 0.530. (2) The product is [NH2:23][C:16]1[CH:17]=[C:18]([CH:21]=[CH:22][C:15]=1[N:8]1[C:4]2=[N:5][CH:6]=[CH:7][C:2]([I:1])=[C:3]2[C:10]([C:11]([F:14])([F:13])[F:12])=[N:9]1)[C:19]#[N:20]. The reactants are [I:1][C:2]1[CH:7]=[CH:6][N:5]=[C:4]2[N:8]([C:15]3[CH:22]=[CH:21][C:18]([C:19]#[N:20])=[CH:17][C:16]=3[N+:23]([O-])=O)[N:9]=[C:10]([C:11]([F:14])([F:13])[F:12])[C:3]=12.CO.O.[Cl-].[NH4+]. The yield is 0.960. The catalyst is C1COCC1.C(OCC)(=O)C.[Fe]. (3) The reactants are Cl[C:2]1[C:11]([C:12]([NH:14][S:15]([CH3:18])(=[O:17])=[O:16])=[O:13])=[CH:10][C:9]2[C:4](=[CH:5][CH:6]=[CH:7][CH:8]=2)[N:3]=1.[C:19](=[O:22])([O-])[O-].[K+].[K+].[CH3:25][C:26]1([CH3:32])[CH2:30][C@H:29]([CH3:31])[CH2:28][NH:27]1.CS(C)=O.[CH3:37][OH:38]. The catalyst is CS(C)=O. The product is [CH3:37][O:38][C:7]1[CH:8]=[C:9]2[C:4](=[CH:5][CH:6]=1)[N:3]=[C:2]([N:27]1[CH2:28][C@@H:29]([CH3:31])[CH2:30][C:26]1([CH3:32])[CH3:25])[C:11]([C:12]([NH:14][S:15]([C:18]1[C:19](=[O:22])[NH:3][CH:2]=[CH:11][CH:10]=1)(=[O:17])=[O:16])=[O:13])=[CH:10]2. The yield is 0.170. (4) The reactants are FC(F)(F)C(O)=O.COC1C=C(OC)C=CC=1[CH2:12][N:13](C)[C:14]1[CH:19]=[CH:18][C:17]([S:20]([NH:23][C:24]2[S:25][CH:26]=[CH:27][N:28]=2)(=[O:22])=[O:21])=[C:16]([F:29])[CH:15]=1.C(Cl)Cl. The product is [F:29][C:16]1[CH:15]=[C:14]([NH:13][CH3:12])[CH:19]=[CH:18][C:17]=1[S:20]([NH:23][C:24]1[S:25][CH:26]=[CH:27][N:28]=1)(=[O:22])=[O:21]. No catalyst specified. The yield is 0.430. (5) The reactants are [Br:1][C:2]1[C:3]([N:18]2[CH2:23][CH2:22][CH2:21][C@@H:20]([NH:24]C(=O)OC(C)(C)C)[CH2:19]2)=[C:4]2[C:10]([NH:11][C:12](=[O:17])[CH2:13][CH:14]3[CH2:16][CH2:15]3)=[CH:9][NH:8][C:5]2=[N:6][CH:7]=1.[ClH:32]. The catalyst is C(O)(C(F)(F)F)=O.C(Cl)Cl.CCOCC. The product is [ClH:32].[NH2:24][C@@H:20]1[CH2:21][CH2:22][CH2:23][N:18]([C:3]2[C:2]([Br:1])=[CH:7][N:6]=[C:5]3[NH:8][CH:9]=[C:10]([NH:11][C:12](=[O:17])[CH2:13][CH:14]4[CH2:15][CH2:16]4)[C:4]=23)[CH2:19]1. The yield is 0.420. (6) The reactants are C[N:2]1CCOCC1.ClC(OCC(C)C)=O.[CH3:16][C:17]([O:20][C:21]([NH:23][C@H:24]([C:31]([OH:33])=O)[C:25]1[CH:30]=[CH:29][CH:28]=[CH:27][CH:26]=1)=[O:22])([CH3:19])[CH3:18].[NH4+].[OH-]. The catalyst is C1COCC1. The product is [NH2:2][C:31](=[O:33])[C@@H:24]([NH:23][C:21](=[O:22])[O:20][C:17]([CH3:19])([CH3:18])[CH3:16])[C:25]1[CH:30]=[CH:29][CH:28]=[CH:27][CH:26]=1. The yield is 0.920. (7) The reactants are [CH3:1][C:2]1[CH:10]=[CH:9][CH:8]=[CH:7][C:3]=1[C:4](Cl)=[O:5].[NH2:11][C:12]1[CH:13]=[C:14]([CH:27]=[CH:28][CH:29]=1)[C:15]([C:17]1[CH:25]=[C:24]2[C:20]([CH2:21][C:22](=[O:26])[NH:23]2)=[CH:19][CH:18]=1)=[O:16]. The catalyst is C1COCC1. The product is [CH3:1][C:2]1[CH:10]=[CH:9][CH:8]=[CH:7][C:3]=1[C:4]([NH:11][C:12]1[CH:29]=[CH:28][CH:27]=[C:14]([C:15]([C:17]2[CH:25]=[C:24]3[C:20]([CH2:21][C:22](=[O:26])[NH:23]3)=[CH:19][CH:18]=2)=[O:16])[CH:13]=1)=[O:5]. The yield is 0.720. (8) The reactants are C([O:3][C:4](=[O:36])[C@@H:5]([O:33][CH2:34][CH3:35])[CH2:6][C:7]1[CH:12]=[CH:11][C:10]([O:13][CH2:14][CH2:15][C:16]2[CH:21]=[CH:20][C:19]([NH:22][S:23]([CH2:26][C:27]3[CH:32]=[CH:31][CH:30]=[CH:29][CH:28]=3)(=[O:25])=[O:24])=[CH:18][CH:17]=2)=[CH:9][CH:8]=1)C.[OH-].[Li+].C(OCC)(=O)C.CCCCCCC. The catalyst is O1CCCC1.O.ClCCl.CO. The product is [CH2:26]([S:23]([NH:22][C:19]1[CH:20]=[CH:21][C:16]([CH2:15][CH2:14][O:13][C:10]2[CH:9]=[CH:8][C:7]([CH2:6][C@H:5]([O:33][CH2:34][CH3:35])[C:4]([OH:36])=[O:3])=[CH:12][CH:11]=2)=[CH:17][CH:18]=1)(=[O:24])=[O:25])[C:27]1[CH:32]=[CH:31][CH:30]=[CH:29][CH:28]=1. The yield is 0.880. (9) The reactants are [NH2:1][C:2]1([C:15](=[O:17])[NH2:16])[CH2:7][CH2:6][N:5]([C:8]([O:10][C:11]([CH3:14])([CH3:13])[CH3:12])=[O:9])[CH2:4][CH2:3]1.[Cl:18][CH2:19][C:20](OC)(OC)OC.C(O)(=O)C. No catalyst specified. The product is [Cl:18][CH2:19][C:20]1[NH:16][C:15](=[O:17])[C:2]2([CH2:7][CH2:6][N:5]([C:8]([O:10][C:11]([CH3:12])([CH3:13])[CH3:14])=[O:9])[CH2:4][CH2:3]2)[N:1]=1. The yield is 0.670.